This data is from Full USPTO retrosynthesis dataset with 1.9M reactions from patents (1976-2016). The task is: Predict the reactants needed to synthesize the given product. (1) Given the product [Cl:1][C:2]1[N:7]=[C:6]([O:8][C:9]2[CH:10]=[CH:11][C:12]([O:15][CH3:16])=[CH:13][CH:14]=2)[C:5]([NH2:17])=[CH:4][N:3]=1, predict the reactants needed to synthesize it. The reactants are: [Cl:1][C:2]1[N:7]=[C:6]([O:8][C:9]2[CH:14]=[CH:13][C:12]([O:15][CH3:16])=[CH:11][CH:10]=2)[C:5]([N+:17]([O-])=O)=[CH:4][N:3]=1. (2) Given the product [Cl:13][C:10]1[C:11]([F:12])=[C:2]([B:21]2[O:22][C:23]([CH3:25])([CH3:24])[C:19]([CH3:35])([CH3:18])[O:20]2)[CH:3]=[C:4]2[C:9]=1[N:8]1[C:14]([CH3:17])=[N:15][N:16]=[C:7]1[CH2:6][CH2:5]2, predict the reactants needed to synthesize it. The reactants are: Br[C:2]1[CH:3]=[C:4]2[C:9](=[C:10]([Cl:13])[C:11]=1[F:12])[N:8]1[C:14]([CH3:17])=[N:15][N:16]=[C:7]1[CH2:6][CH2:5]2.[CH3:18][C:19]1([CH3:35])[C:23]([CH3:25])([CH3:24])[O:22][B:21]([B:21]2[O:22][C:23]([CH3:25])([CH3:24])[C:19]([CH3:35])([CH3:18])[O:20]2)[O:20]1.C([O-])(=O)C.[K+].C(Cl)Cl. (3) Given the product [Br:6][C:7]1[N:8]=[C:9]2[CH2:14][CH:13]([NH:19][C:32](=[O:31])[O:5][C:1]([CH3:4])([CH3:3])[CH3:2])[CH2:12][CH2:11][N:10]2[CH:18]=1, predict the reactants needed to synthesize it. The reactants are: [C:1]([OH:5])([CH3:4])([CH3:3])[CH3:2].[Br:6][C:7]1[N:8]=[C:9]2[CH2:14][CH:13](C(O)=O)[CH2:12][CH2:11][N:10]2[CH:18]=1.[N-:19]=[N+]=[N-].P([O-])([O:31][C:32]1C=CC=CC=1)(OC1C=CC=CC=1)=O. (4) Given the product [C:45]([N:28]1[CH:27]([C:29]2[CH:34]=[C:33]([F:35])[C:32]([F:36])=[C:31]([F:37])[CH:30]=2)[CH2:26][N:25]([C:38]([O:40][CH3:41])=[O:39])[CH2:24][CH:23]1[CH:22]=[CH:21][C:19]([O:18][CH2:16][CH3:17])=[O:20])(=[O:46])[CH2:44][CH:42]=[CH2:43], predict the reactants needed to synthesize it. The reactants are: C1N(P(Cl)(N2C(=O)OCC2)=O)C(=O)OC1.[CH2:16]([O:18][C:19]([CH:21]=[CH:22][CH:23]1[NH:28][CH:27]([C:29]2[CH:34]=[C:33]([F:35])[C:32]([F:36])=[C:31]([F:37])[CH:30]=2)[CH2:26][N:25]([C:38]([O:40][CH3:41])=[O:39])[CH2:24]1)=[O:20])[CH3:17].[CH:42]([CH2:44][C:45](O)=[O:46])=[CH2:43].Cl.